From a dataset of Full USPTO retrosynthesis dataset with 1.9M reactions from patents (1976-2016). Predict the reactants needed to synthesize the given product. (1) The reactants are: [C:1](O)(C(F)(F)F)=O.C([Zn]CC)C.ICI.[CH3:16][CH2:17][O:18][C:19]([C@@H:21]1[CH2:25][CH:24]=[CH:23][N:22]1[C:26]([O:28][C:29]([CH3:32])([CH3:31])[CH3:30])=[O:27])=[O:20].C([O-])(O)=O.[Na+]. Given the product [CH2:17]([O:18][C:19]([C@@H:21]1[CH2:25][C@H:24]2[C@H:23]([CH2:1]2)[N:22]1[C:26]([O:28][C:29]([CH3:31])([CH3:30])[CH3:32])=[O:27])=[O:20])[CH3:16], predict the reactants needed to synthesize it. (2) Given the product [NH2:16][C:4]1[CH:3]=[C:2]([Br:1])[CH:7]=[CH:6][C:5]=1[S:8][C:9]1[CH:14]=[CH:13][C:12]([OH:15])=[CH:11][CH:10]=1, predict the reactants needed to synthesize it. The reactants are: [Br:1][C:2]1[CH:7]=[CH:6][C:5]([S:8][C:9]2[CH:14]=[CH:13][C:12]([OH:15])=[CH:11][CH:10]=2)=[C:4]([N+:16]([O-])=O)[CH:3]=1.[Cl-].[NH4+].O1CCCC1.O. (3) Given the product [F:12][C:2]([F:1])([F:13])[C:3]1[N:8]=[N:7][C:6]([C:9]([NH:60][CH2:59][C:55]2[CH:56]=[C:57]3[C:52](=[CH:53][CH:54]=2)[NH:51][C:50]([C:49]([F:62])([F:48])[F:61])=[CH:58]3)=[O:11])=[CH:5][CH:4]=1, predict the reactants needed to synthesize it. The reactants are: [F:1][C:2]([F:13])([F:12])[C:3]1[N:8]=[N:7][C:6]([C:9]([OH:11])=O)=[CH:5][CH:4]=1.CN(C(ON1N=NC2C=CC=NC1=2)=[N+](C)C)C.F[P-](F)(F)(F)(F)F.CCN(C(C)C)C(C)C.Cl.[F:48][C:49]([F:62])([F:61])[C:50]1[NH:51][C:52]2[C:57]([CH:58]=1)=[CH:56][C:55]([CH2:59][NH2:60])=[CH:54][CH:53]=2. (4) Given the product [CH:35]([O:34][C:31]1[N:32]=[CH:33][C:28]([CH2:27][O:1][C:2]2[CH:10]=[CH:9][C:8]3[NH:7][C:6]4[CH:11]([CH2:14][C:15]([O:17][CH2:18][CH3:19])=[O:16])[CH2:12][CH2:13][C:5]=4[C:4]=3[CH:3]=2)=[N:29][CH:30]=1)([CH3:37])[CH3:36], predict the reactants needed to synthesize it. The reactants are: [OH:1][C:2]1[CH:10]=[CH:9][C:8]2[NH:7][C:6]3[CH:11]([CH2:14][C:15]([O:17][CH2:18][CH3:19])=[O:16])[CH2:12][CH2:13][C:5]=3[C:4]=2[CH:3]=1.C(=O)([O-])[O-].[Cs+].[Cs+].Br[CH2:27][C:28]1[CH:33]=[N:32][C:31]([O:34][CH:35]([CH3:37])[CH3:36])=[CH:30][N:29]=1.